From a dataset of Reaction yield outcomes from USPTO patents with 853,638 reactions. Predict the reaction yield, written as a fraction of the theoretical maximum amount of product (1.0 means a 100% yield; for example, 0.34 means a 34% yield). (1) The reactants are Br[C:2]1[S:3][CH:4]=[CH:5][N:6]=1.[CH2:7]([NH:9][CH2:10][CH2:11][NH2:12])[CH3:8].O. The catalyst is C(O)(C)C.[Cu].[Cu]Cl. The product is [CH2:7]([N:9]([C:2]1[S:3][CH:4]=[CH:5][N:6]=1)[CH2:10][CH2:11][NH2:12])[CH3:8]. The yield is 0.0800. (2) The product is [Cl:18][C:4]1[CH:5]=[C:6]([CH:8]2[CH2:13][CH2:12][N:11]([CH:14]3[CH2:17][O:16][CH2:15]3)[CH2:10][CH2:9]2)[CH:7]=[C:2]([N:24]2[CH2:25][CH:22]([O:21][CH3:20])[CH2:23]2)[N:3]=1. The yield is 0.603. The reactants are Cl[C:2]1[CH:7]=[C:6]([CH:8]2[CH2:13][CH2:12][N:11]([CH:14]3[CH2:17][O:16][CH2:15]3)[CH2:10][CH2:9]2)[CH:5]=[C:4]([Cl:18])[N:3]=1.Cl.[CH3:20][O:21][CH:22]1[CH2:25][NH:24][CH2:23]1.CCN(C(C)C)C(C)C.O. The catalyst is CS(C)=O.